Dataset: NCI-60 drug combinations with 297,098 pairs across 59 cell lines. Task: Regression. Given two drug SMILES strings and cell line genomic features, predict the synergy score measuring deviation from expected non-interaction effect. (1) Drug 1: CCC1(CC2CC(C3=C(CCN(C2)C1)C4=CC=CC=C4N3)(C5=C(C=C6C(=C5)C78CCN9C7C(C=CC9)(C(C(C8N6C)(C(=O)OC)O)OC(=O)C)CC)OC)C(=O)OC)O.OS(=O)(=O)O. Drug 2: C1CN(P(=O)(OC1)NCCCl)CCCl. Cell line: M14. Synergy scores: CSS=-1.78, Synergy_ZIP=-0.208, Synergy_Bliss=-3.35, Synergy_Loewe=-1.33, Synergy_HSA=-3.14. (2) Drug 1: C1CN1C2=NC(=NC(=N2)N3CC3)N4CC4. Drug 2: CC12CCC3C(C1CCC2OP(=O)(O)O)CCC4=C3C=CC(=C4)OC(=O)N(CCCl)CCCl.[Na+]. Cell line: SW-620. Synergy scores: CSS=37.5, Synergy_ZIP=-6.52, Synergy_Bliss=2.29, Synergy_Loewe=-28.7, Synergy_HSA=2.14. (3) Drug 2: CCCCC(=O)OCC(=O)C1(CC(C2=C(C1)C(=C3C(=C2O)C(=O)C4=C(C3=O)C=CC=C4OC)O)OC5CC(C(C(O5)C)O)NC(=O)C(F)(F)F)O. Cell line: SF-268. Drug 1: CC1=CC=C(C=C1)C2=CC(=NN2C3=CC=C(C=C3)S(=O)(=O)N)C(F)(F)F. Synergy scores: CSS=46.5, Synergy_ZIP=-0.330, Synergy_Bliss=-1.64, Synergy_Loewe=-14.9, Synergy_HSA=-0.557.